From a dataset of Full USPTO retrosynthesis dataset with 1.9M reactions from patents (1976-2016). Predict the reactants needed to synthesize the given product. (1) Given the product [CH2:18]([O:12][C:11](=[O:13])[CH2:10][C:3]1[C:4]2[C:9](=[CH:8][CH:7]=[CH:6][CH:5]=2)[NH:1][CH:2]=1)[CH3:19], predict the reactants needed to synthesize it. The reactants are: [NH:1]1[C:9]2[C:4](=[CH:5][CH:6]=[CH:7][CH:8]=2)[C:3]([CH2:10][C:11]([OH:13])=[O:12])=[CH:2]1.O=S(Cl)Cl.[CH3:18][CH2:19]O. (2) Given the product [N+:15]([C:18]1[CH:19]=[C:20]([C:21]2[NH:1][N:2]=[C:3]([C:5]3[CH:10]=[CH:9][C:8]([C:11]([F:12])([F:13])[F:14])=[CH:7][N:6]=3)[N:4]=2)[CH:23]=[CH:24][CH:25]=1)([O-:17])=[O:16], predict the reactants needed to synthesize it. The reactants are: [NH2:1][NH:2][C:3]([C:5]1[CH:10]=[CH:9][C:8]([C:11]([F:14])([F:13])[F:12])=[CH:7][N:6]=1)=[NH:4].[N+:15]([C:18]1[CH:19]=[C:20]([CH:23]=[CH:24][CH:25]=1)[CH:21]=O)([O-:17])=[O:16]. (3) Given the product [N:1]1([C:5]2([C:12]3[CH:17]=[CH:16][CH:15]=[CH:14][CH:13]=3)[CH2:10][CH2:9][C:8](=[N:24][OH:25])[CH2:7][CH2:6]2)[CH2:4][CH2:3][CH2:2]1, predict the reactants needed to synthesize it. The reactants are: [N:1]1([C:5]2([C:12]3[CH:17]=[CH:16][CH:15]=[CH:14][CH:13]=3)[CH2:10][CH2:9][C:8](=O)[CH2:7][CH2:6]2)[CH2:4][CH2:3][CH2:2]1.C(=O)([O-])O.[Na+].Cl.[NH2:24][OH:25]. (4) Given the product [CH2:1]([O:3][C:4]([C:6]1[C:7]2[S:15][CH:14]=[C:13]([CH2:16][O:17][C:18]3[CH:23]=[CH:22][CH:21]=[C:20]([NH:24][C:30]([C:29]4[CH:28]=[N:27][C:26]([CH3:25])=[CH:34][CH:33]=4)=[O:31])[CH:19]=3)[C:8]=2[C:9]([Cl:12])=[N:10][CH:11]=1)=[O:5])[CH3:2], predict the reactants needed to synthesize it. The reactants are: [CH2:1]([O:3][C:4]([C:6]1[C:7]2[S:15][CH:14]=[C:13]([CH2:16][O:17][C:18]3[CH:23]=[CH:22][CH:21]=[C:20]([NH2:24])[CH:19]=3)[C:8]=2[C:9]([Cl:12])=[N:10][CH:11]=1)=[O:5])[CH3:2].[CH3:25][C:26]1[CH:34]=[CH:33][C:29]([C:30](Cl)=[O:31])=[CH:28][N:27]=1.CC1C=CC(C(O)=O)=CN=1.C(Cl)(=O)C(Cl)=O.C(OC(C1C2SC=C(COC3C=CC=C(NS(C4C=CC(Cl)=CC=4)(=O)=O)C=3)C=2C(Cl)=NC=1)=O)C. (5) Given the product [NH2:8][C:9]1[CH:14]=[CH:13][C:12]([NH:15]/[C:16](=[C:23]2\[C:24](=[O:32])[NH:25][C:26]3[C:31]\2=[CH:30][CH:29]=[CH:28][CH:27]=3)/[C:17]2[CH:22]=[CH:21][CH:20]=[CH:19][CH:18]=2)=[CH:11][CH:10]=1, predict the reactants needed to synthesize it. The reactants are: C(OC([NH:8][C:9]1[CH:14]=[CH:13][C:12]([NH:15]/[C:16](=[C:23]2\[C:24](=[O:32])[NH:25][C:26]3[C:31]\2=[CH:30][CH:29]=[CH:28][CH:27]=3)/[C:17]2[CH:22]=[CH:21][CH:20]=[CH:19][CH:18]=2)=[CH:11][CH:10]=1)=O)(C)(C)C.C(OCC)(=O)C.Cl. (6) Given the product [CH2:10]([O:8][C:3]1[CH:4]=[CH:5][CH:6]=[CH:7][C:2]=1[F:1])[CH3:11], predict the reactants needed to synthesize it. The reactants are: [F:1][C:2]1[CH:7]=[CH:6][CH:5]=[CH:4][C:3]=1[OH:8].I[CH2:10][CH3:11].C(=O)([O-])[O-].[K+].[K+].